This data is from Peptide-MHC class I binding affinity with 185,985 pairs from IEDB/IMGT. The task is: Regression. Given a peptide amino acid sequence and an MHC pseudo amino acid sequence, predict their binding affinity value. This is MHC class I binding data. The peptide sequence is LNNSFYYMK. The MHC is HLA-A31:01 with pseudo-sequence HLA-A31:01. The binding affinity (normalized) is 0.697.